From a dataset of Full USPTO retrosynthesis dataset with 1.9M reactions from patents (1976-2016). Predict the reactants needed to synthesize the given product. (1) Given the product [OH:24][C:25]([CH3:33])([CH2:29][CH3:30])[C:26]([N:4]1[CH2:3][CH2:2][N:1]([C:7]2[C:16]3[C:11](=[CH:12][CH:13]=[CH:14][CH:15]=3)[N:10]=[C:9]([C:17]3[CH:22]=[CH:21][CH:20]=[CH:19][C:18]=3[OH:23])[N:8]=2)[CH2:6][CH2:5]1)=[O:28], predict the reactants needed to synthesize it. The reactants are: [N:1]1([C:7]2[C:16]3[C:11](=[CH:12][CH:13]=[CH:14][CH:15]=3)[N:10]=[C:9]([C:17]3[CH:22]=[CH:21][CH:20]=[CH:19][C:18]=3[OH:23])[N:8]=2)[CH2:6][CH2:5][NH:4][CH2:3][CH2:2]1.[OH:24][CH:25]([CH2:29][CH2:30]CC)[C:26]([OH:28])=O.[CH2:33](N(CC)CC)C.CN(C(ON1N=NC2C=CC=NC1=2)=[N+](C)C)C.F[P-](F)(F)(F)(F)F. (2) Given the product [F:14][C:13]1[C:12]([N:15]2[CH2:20][CH2:19][NH:18][C@H:17]([C:21]([OH:24])([CH3:22])[CH3:23])[CH2:16]2)=[N:11][C:10]([C:29]2[C:37]3[C:32](=[N:33][CH:34]=[CH:35][CH:36]=3)[NH:31][N:30]=2)=[C:9]([F:38])[CH:8]=1, predict the reactants needed to synthesize it. The reactants are: [Si]([C:8]1[C:13]([F:14])=[C:12]([N:15]2[CH2:20][CH2:19][NH:18][C@H:17]([C:21]([O:24][Si](C)(C)C)([CH3:23])[CH3:22])[CH2:16]2)[N:11]=[C:10]([C:29]2[C:37]3[C:32](=[N:33][CH:34]=[CH:35][CH:36]=3)[NH:31][N:30]=2)[C:9]=1[F:38])(C(C)(C)C)(C)C.CCCC[N+](CCCC)(CCCC)CCCC.[F-].O. (3) Given the product [CH3:16][CH:17]([CH3:23])[CH2:18][S:19]([N:9]1[CH2:8][CH2:7][C:6]2([C:4](=[O:5])[N:35]([C:32]3[CH:33]=[CH:34][C:29]([O:28][CH2:27][CH2:26][C:25]([F:24])([F:36])[F:37])=[CH:30][CH:31]=3)[CH2:13][CH2:12]2)[CH2:11][CH2:10]1)(=[O:21])=[O:20], predict the reactants needed to synthesize it. The reactants are: C(O[C:4]([C:6]1([CH2:12][CH2:13]OC)[CH2:11][CH2:10][NH:9][CH2:8][CH2:7]1)=[O:5])C.[CH3:16][CH:17]([CH3:23])[CH2:18][S:19](Cl)(=[O:21])=[O:20].[F:24][C:25]([F:37])([F:36])[CH2:26][CH2:27][O:28][C:29]1[CH:34]=[CH:33][C:32]([NH2:35])=[CH:31][CH:30]=1. (4) Given the product [F:1][C:2]1[CH:3]=[CH:4][C:5]([C:8]2[N:10]=[N:11][NH:12][N:9]=2)=[N:6][CH:7]=1, predict the reactants needed to synthesize it. The reactants are: [F:1][C:2]1[CH:3]=[CH:4][C:5]([C:8]#[N:9])=[N:6][CH:7]=1.[N-:10]=[N+:11]=[N-:12].[Na+].Cl. (5) Given the product [F:26][C:20]1[CH:21]=[CH:22][CH:23]=[C:24]([F:25])[C:19]=1[C:18]([NH:17][C:13]1[CH:14]=[CH:15][CH:16]=[C:11]([C:9](=[O:10])[CH2:8][C:6]2[CH:5]=[CH:4][N:3]=[C:2]([NH:41][C:32]3[CH:33]=[CH:34][C:35]([O:36][CH2:37][CH2:38][O:39][CH3:40])=[C:30]([F:29])[CH:31]=3)[N:7]=2)[CH:12]=1)=[O:27], predict the reactants needed to synthesize it. The reactants are: Cl[C:2]1[N:7]=[C:6]([CH2:8][C:9]([C:11]2[CH:12]=[C:13]([NH:17][C:18](=[O:27])[C:19]3[C:24]([F:25])=[CH:23][CH:22]=[CH:21][C:20]=3[F:26])[CH:14]=[CH:15][CH:16]=2)=[O:10])[CH:5]=[CH:4][N:3]=1.Cl.[F:29][C:30]1[CH:31]=[C:32]([NH2:41])[CH:33]=[CH:34][C:35]=1[O:36][CH2:37][CH2:38][O:39][CH3:40]. (6) Given the product [CH3:10][S:11]([O:9][CH:7]([C:2]1[CH:3]=[CH:4][CH:5]=[CH:6][N:1]=1)[CH3:8])(=[O:13])=[O:12], predict the reactants needed to synthesize it. The reactants are: [N:1]1[CH:6]=[CH:5][CH:4]=[CH:3][C:2]=1[CH:7]([OH:9])[CH3:8].[CH3:10][S:11](Cl)(=[O:13])=[O:12].